This data is from Full USPTO retrosynthesis dataset with 1.9M reactions from patents (1976-2016). The task is: Predict the reactants needed to synthesize the given product. (1) Given the product [Cl:19][CH2:13][C:12]1[C:11]([CH3:16])=[N:10][C:9]([O:17][CH3:18])=[C:8]([C:4]2[CH:5]=[CH:6][CH:7]=[C:2]([Cl:1])[CH:3]=2)[CH:15]=1, predict the reactants needed to synthesize it. The reactants are: [Cl:1][C:2]1[CH:3]=[C:4]([C:8]2[C:9]([O:17][CH3:18])=[N:10][C:11]([CH3:16])=[C:12]([CH:15]=2)[CH:13]=O)[CH:5]=[CH:6][CH:7]=1.[Cl:19]C1C=C(C2C(OC)=NC(C)=C(C=2)C#N)C=CC=1.[H-].C([Al+]CC(C)C)C(C)C. (2) The reactants are: [CH2:1]([CH:5]([CH2:11][C:12]1[CH:17]=[CH:16][C:15]([O:18][CH2:19][CH2:20][CH2:21][N:22]([C:24](=[O:37])[C:25]2[CH:30]=[CH:29][C:28]([C:31]3[CH:36]=[CH:35][CH:34]=[CH:33][N:32]=3)=[CH:27][CH:26]=2)[CH3:23])=[CH:14][CH:13]=1)[C:6]([O:8]CC)=[O:7])[CH2:2][CH2:3][CH3:4].[OH-].[Na+]. Given the product [CH2:1]([CH:5]([CH2:11][C:12]1[CH:17]=[CH:16][C:15]([O:18][CH2:19][CH2:20][CH2:21][N:22]([C:24](=[O:37])[C:25]2[CH:30]=[CH:29][C:28]([C:31]3[CH:36]=[CH:35][CH:34]=[CH:33][N:32]=3)=[CH:27][CH:26]=2)[CH3:23])=[CH:14][CH:13]=1)[C:6]([OH:8])=[O:7])[CH2:2][CH2:3][CH3:4], predict the reactants needed to synthesize it.